This data is from Reaction yield outcomes from USPTO patents with 853,638 reactions. The task is: Predict the reaction yield, written as a fraction of the theoretical maximum amount of product (1.0 means a 100% yield; for example, 0.34 means a 34% yield). (1) The product is [CH:2]1[C:12]2[CH2:11][CH2:10][C:9]3[CH:13]=[CH:14][CH:15]=[CH:16][C:8]=3[N:7]([CH2:17][CH2:18][CH2:19][NH:20][S:35]([C:31]3[CH:30]=[N:29][CH:34]=[CH:33][CH:32]=3)(=[O:37])=[O:36])[C:6]=2[CH:5]=[CH:4][CH:3]=1. The catalyst is CN(C=O)C. The yield is 0.690. The reactants are Cl.[CH:2]1[C:12]2[CH2:11][CH2:10][C:9]3[CH:13]=[CH:14][CH:15]=[CH:16][C:8]=3[N:7]([CH2:17][CH2:18][CH2:19][NH2:20])[C:6]=2[CH:5]=[CH:4][CH:3]=1.C(N(CC)CC)C.Cl.[N:29]1[CH:34]=[CH:33][CH:32]=[C:31]([S:35](Cl)(=[O:37])=[O:36])[CH:30]=1. (2) The reactants are [CH3:1][C:2]1[C:6]2[C:7](=[O:19])[N:8]([CH2:11][CH2:12][N:13]3[CH2:18][CH2:17][O:16][CH2:15][CH2:14]3)[CH2:9][CH2:10][C:5]=2[NH:4][C:3]=1[CH:20]=O.[F:22][C:23]1[CH:24]=[C:25]2[C:29](=[C:30]([NH:32][C:33](=[O:35])[CH3:34])[CH:31]=1)[NH:28][C:27](=[O:36])[CH2:26]2. No catalyst specified. The product is [F:22][C:23]1[CH:24]=[C:25]2[C:29](=[C:30]([NH:32][C:33](=[O:35])[CH3:34])[CH:31]=1)[NH:28][C:27](=[O:36])[C:26]2=[CH:20][C:3]1[NH:4][C:5]2[CH2:10][CH2:9][N:8]([CH2:11][CH2:12][N:13]3[CH2:14][CH2:15][O:16][CH2:17][CH2:18]3)[C:7](=[O:19])[C:6]=2[C:2]=1[CH3:1]. The yield is 0.370.